From a dataset of Full USPTO retrosynthesis dataset with 1.9M reactions from patents (1976-2016). Predict the reactants needed to synthesize the given product. (1) Given the product [ClH:1].[NH2:40][C:20]1[CH2:21][O:22][CH2:23][C:18]([C:3]2[CH:4]=[C:5]([NH:8][C:9]([C:11]3[CH:16]=[CH:15][C:14]([Br:17])=[CH:13][N:12]=3)=[O:10])[CH:6]=[N:7][C:2]=2[Cl:1])([CH2:25][F:26])[N:19]=1, predict the reactants needed to synthesize it. The reactants are: [Cl:1][C:2]1[N:7]=[CH:6][C:5]([NH:8][C:9]([C:11]2[CH:16]=[CH:15][C:14]([Br:17])=[CH:13][N:12]=2)=[O:10])=[CH:4][C:3]=1[C:18]1([CH2:25][F:26])[CH2:23][O:22][CH2:21][C:20](=S)[NH:19]1.C(OO)(C)(C)C.[O-]S([O-])(=S)=O.[Na+].[Na+].[NH3:40]. (2) Given the product [Br:1][C:2]1[CH:10]=[C:9]([C:11]([O:26][CH3:25])=[O:13])[CH:8]=[CH:7][C:3]=1[C:4]([O:6][CH3:14])=[O:5], predict the reactants needed to synthesize it. The reactants are: [Br:1][C:2]1[CH:10]=[C:9]([C:11]([OH:13])=O)[CH:8]=[CH:7][C:3]=1[C:4]([OH:6])=[O:5].[C:14]([O-])([O-])=O.[K+].[K+].CI.CN([CH:25]=[O:26])C. (3) Given the product [CH3:22][N:20]1[CH:21]=[C:17]([C:14]2[CH:15]=[C:16]3[C:8]([C:6]4[N:7]=[C:2]([N:29]5[CH2:35][CH2:34][CH2:33][CH:32]([NH2:36])[CH2:31][CH2:30]5)[CH:3]=[CH:4][CH:5]=4)=[N:9][NH:10][C:11]3=[CH:12][N:13]=2)[CH:18]=[N:19]1, predict the reactants needed to synthesize it. The reactants are: F[C:2]1[N:7]=[C:6]([C:8]2[C:16]3[C:11](=[CH:12][N:13]=[C:14]([C:17]4[CH:18]=[N:19][N:20]([CH3:22])[CH:21]=4)[CH:15]=3)[N:10](C3CCCCO3)[N:9]=2)[CH:5]=[CH:4][CH:3]=1.[NH:29]1[CH2:35][CH2:34][CH2:33][CH:32]([NH:36]C(=O)OC(C)(C)C)[CH2:31][CH2:30]1.